Predict the reaction yield, written as a fraction of the theoretical maximum amount of product (1.0 means a 100% yield; for example, 0.34 means a 34% yield). From a dataset of Reaction yield outcomes from USPTO patents with 853,638 reactions. The reactants are [F:1][C:2]1[CH:7]=[CH:6][C:5]([C:8]2[C:12]([CH2:13][N:14]([CH3:18])[CH2:15][CH:16]=O)=[CH:11][NH:10][N:9]=2)=[CH:4][CH:3]=1.[ClH:19].[CH3:20][NH2:21].C(O)(=O)C.[BH-](OC(C)=O)(OC(C)=O)OC(C)=O.[Na+]. The catalyst is ClCCCl.CC#N.O. The product is [ClH:19].[F:1][C:2]1[CH:7]=[CH:6][C:5]([C:8]2[C:12]([CH2:13][N:14]([CH3:18])[CH2:15][CH2:16][NH:21][CH3:20])=[CH:11][NH:10][N:9]=2)=[CH:4][CH:3]=1. The yield is 0.470.